Dataset: Forward reaction prediction with 1.9M reactions from USPTO patents (1976-2016). Task: Predict the product of the given reaction. Given the reactants [NH2:1][CH2:2][C:3]([NH2:5])=[O:4].C(=O)([O-])[O-].[Na+].[Na+].Cl[C:13]1[N:20]=[CH:19][CH:18]=[CH:17][C:14]=1[C:15]#[N:16].[F-].[K+], predict the reaction product. The product is: [C:15]([C:14]1[C:13]([NH:1][CH2:2][C:3]([NH2:5])=[O:4])=[N:20][CH:19]=[CH:18][CH:17]=1)#[N:16].